This data is from Full USPTO retrosynthesis dataset with 1.9M reactions from patents (1976-2016). The task is: Predict the reactants needed to synthesize the given product. (1) Given the product [Cl:1][C:2]1[CH:7]=[C:6]([S:23][CH3:22])[N:5]=[C:4]([S:9][CH2:10][C:11]2[CH:16]=[CH:15][CH:14]=[C:13]([F:17])[C:12]=2[F:18])[N:3]=1, predict the reactants needed to synthesize it. The reactants are: [Cl:1][C:2]1[CH:7]=[C:6](Cl)[N:5]=[C:4]([S:9][CH2:10][C:11]2[CH:16]=[CH:15][CH:14]=[C:13]([F:17])[C:12]=2[F:18])[N:3]=1.FC1C(F)=CC=CC=1[CH2:22][S:23]C1N=C(O)C=C(O)N=1.C[S-].[Na+].[Cl-].[NH4+]. (2) The reactants are: Cl.Cl.[NH:3]1[C:12]2[C:7](=[CH:8][CH:9]=[CH:10][CH:11]=2)[CH2:6][CH:5]([NH2:13])[CH2:4]1.C(N(C(C)C)CC)(C)C.[C:23]([OH:33])(=[O:32])[C@H:24]([C:26]1[CH:31]=[CH:30][CH:29]=[CH:28][CH:27]=1)[OH:25].CN(C(ON1N=NC2C=CC=CC1=2)=[N+](C)C)C.F[P-](F)(F)(F)(F)F. Given the product [OH:25][C@@H:24]([C:26]1[CH:31]=[CH:30][CH:29]=[CH:28][CH:27]=1)[C:23]([NH:13][C@@H:5]1[CH2:6][C:7]2[C:12](=[CH:11][CH:10]=[CH:9][CH:8]=2)[NH:3][CH2:4]1)=[O:32].[OH:25][C@@H:24]([C:26]1[CH:27]=[CH:28][CH:29]=[CH:30][CH:31]=1)[C:23]([NH:13][C@H:5]1[CH2:6][C:7]2[C:12](=[CH:11][CH:10]=[CH:9][CH:8]=2)[NH:3][CH2:4]1)=[O:33], predict the reactants needed to synthesize it. (3) Given the product [CH2:60]([C:59]1[N:58]([C:64]2[CH:65]=[CH:66][C:67]([O:70][C:71]3[CH:76]=[CH:75][CH:74]=[CH:73][CH:72]=3)=[CH:68][CH:69]=2)[N:57]=[C:56]([C:77]([O:79][CH2:80][CH3:81])=[O:78])[C:55]=1[C:52]1[CH:53]=[CH:54][C:49]([C:47]([OH:48])=[O:46])=[CH:50][C:51]=1[C:82]([N:84]1[CH2:93][CH2:92][C:91]2[C:86](=[CH:87][CH:88]=[CH:89][CH:90]=2)[CH2:85]1)=[O:83])[CH2:61][CH2:62][CH3:63], predict the reactants needed to synthesize it. The reactants are: C(C1N(C2C=CC=CC=2)N=C(C(OCC)=O)C=1C1C=CC(C(O)=O)=CC=1C(N1CCC2C(=CC=CC=2)C1)=O)CCC.C([O:46][C:47]([C:49]1[CH:54]=[CH:53][C:52]([C:55]2[C:56]([C:77]([O:79][CH2:80][CH3:81])=[O:78])=[N:57][N:58]([C:64]3[CH:69]=[CH:68][C:67]([O:70][C:71]4[CH:76]=[CH:75][CH:74]=[CH:73][CH:72]=4)=[CH:66][CH:65]=3)[C:59]=2[CH2:60][CH2:61][CH2:62][CH3:63])=[C:51]([C:82]([N:84]2[CH2:93][CH2:92][C:91]3[C:86](=[CH:87][CH:88]=[CH:89][CH:90]=3)[CH2:85]2)=[O:83])[CH:50]=1)=[O:48])(C)(C)C. (4) Given the product [CH:3]1([C:6]2[N:7]=[C:8]3[CH:13]=[CH:12][C:11]([N:14]4[CH:19]=[CH:18][C:17]([O:20][CH2:21][C:22]5[CH:27]=[CH:26][C:25]([F:28])=[CH:24][CH:23]=5)=[CH:16][C:15]4=[O:29])=[CH:10][N:9]3[C:30]=2[CH2:31][O:32][CH3:34])[CH2:4][CH2:5]1, predict the reactants needed to synthesize it. The reactants are: [H-].[Na+].[CH:3]1([C:6]2[N:7]=[C:8]3[CH:13]=[CH:12][C:11]([N:14]4[CH:19]=[CH:18][C:17]([O:20][CH2:21][C:22]5[CH:27]=[CH:26][C:25]([F:28])=[CH:24][CH:23]=5)=[CH:16][C:15]4=[O:29])=[CH:10][N:9]3[C:30]=2[CH2:31][OH:32])[CH2:5][CH2:4]1.I[CH3:34]. (5) The reactants are: [Cl:1][C:2]1[CH:3]=[C:4]([C:8]#[C:9][C:10]2[NH:11][O:12][CH:13]3[NH:17][CH2:16][CH2:15][C:14]=23)[CH:5]=[CH:6][CH:7]=1.C(N(CC)CC)C.[CH:25]([N:28]=[C:29]=[O:30])([CH3:27])[CH3:26].O. Given the product [Cl:1][C:2]1[CH:3]=[C:4]([C:8]#[C:9][C:10]2[CH:14]3[CH2:15][CH2:16][N:17]([C:29]([NH:28][CH:25]([CH3:27])[CH3:26])=[O:30])[CH:13]3[O:12][N:11]=2)[CH:5]=[CH:6][CH:7]=1, predict the reactants needed to synthesize it.